Dataset: Forward reaction prediction with 1.9M reactions from USPTO patents (1976-2016). Task: Predict the product of the given reaction. (1) Given the reactants [F:1][C:2]1[C:3]([CH3:27])=[C:4]([C:8]2([C:24]([OH:26])=O)[CH2:13][CH:12]=[C:11]([C:14]3[CH:15]=[C:16]4[C:21](=[CH:22][CH:23]=3)[N:20]=[CH:19][CH:18]=[N:17]4)[CH2:10][CH2:9]2)[CH:5]=[CH:6][CH:7]=1.CN(C(F)=[N+](C)C)C.F[P-](F)(F)(F)(F)F.CCN(CC)CC.O1CCCCC1[O:56][NH2:57].Cl, predict the reaction product. The product is: [F:1][C:2]1[C:3]([CH3:27])=[C:4]([C:8]2([C:24]([NH:57][OH:56])=[O:26])[CH2:13][CH:12]=[C:11]([C:14]3[CH:15]=[C:16]4[C:21](=[CH:22][CH:23]=3)[N:20]=[CH:19][CH:18]=[N:17]4)[CH2:10][CH2:9]2)[CH:5]=[CH:6][CH:7]=1. (2) Given the reactants [F:1][C:2]1[C:7]([F:8])=[CH:6][CH:5]=[CH:4][C:3]=1[C:9]1[CH2:10][CH2:11][N:12]([CH2:15][CH2:16][CH3:17])[CH2:13][CH:14]=1.Cl, predict the reaction product. The product is: [F:1][C:2]1[C:7]([F:8])=[CH:6][CH:5]=[CH:4][C:3]=1[CH:9]1[CH2:14][CH2:13][N:12]([CH2:15][CH2:16][CH3:17])[CH2:11][CH2:10]1. (3) Given the reactants [F:1][C:2]([F:41])([F:40])[C:3]1[CH:4]=[C:5]([CH:33]=[C:34]([C:36]([F:39])([F:38])[F:37])[CH:35]=1)[C:6]([N:8]1[CH2:13][CH2:12][CH:11]([N:14]2[CH2:19][CH2:18][N:17]([C:20](=[O:25])C(F)(F)F)[CH2:16][CH2:15]2)[CH:10]([C:26]2[CH:31]=[CH:30][C:29]([CH3:32])=[CH:28][CH:27]=2)[CH2:9]1)=[O:7].[N:42]1(C(Cl)=O)[CH2:47][CH2:46][O:45][CH2:44][CH2:43]1, predict the reaction product. The product is: [F:1][C:2]([F:41])([F:40])[C:3]1[CH:4]=[C:5]([C:6]([N:8]2[CH2:13][CH2:12][CH:11]([N:14]3[CH2:15][CH2:16][N:17]([C:20]([N:42]4[CH2:47][CH2:46][O:45][CH2:44][CH2:43]4)=[O:25])[CH2:18][CH2:19]3)[CH:10]([C:26]3[CH:31]=[CH:30][C:29]([CH3:32])=[CH:28][CH:27]=3)[CH2:9]2)=[O:7])[CH:33]=[C:34]([C:36]([F:39])([F:37])[F:38])[CH:35]=1. (4) Given the reactants [Cl:1][C:2]1[NH:3][C:4]([Cl:11])=[C:5]2[C:9]([N:10]=1)=[N:8][CH:7]=[N:6]2.[C:12](=O)([O-])[O-].[K+].[K+].CI, predict the reaction product. The product is: [Cl:1][C:2]1[N:10]=[C:9]2[C:5]([N:6]=[CH:7][N:8]2[CH3:12])=[C:4]([Cl:11])[N:3]=1. (5) Given the reactants [CH3:1][C:2]1[C:10]2[C:5](=[CH:6][CH:7]=[CH:8][C:9]=2OS(C(F)(F)F)(=O)=O)[N:4]([C:19]([O:21][C:22]([CH3:25])([CH3:24])[CH3:23])=[O:20])[N:3]=1.C(=O)([O-])[O-].[Cs+].[Cs+].C(=[NH:45])(C1C=CC=CC=1)C1C=CC=CC=1.C([O-])=O.[NH4+], predict the reaction product. The product is: [NH2:45][C:9]1[CH:8]=[CH:7][CH:6]=[C:5]2[C:10]=1[C:2]([CH3:1])=[N:3][N:4]2[C:19]([O:21][C:22]([CH3:25])([CH3:24])[CH3:23])=[O:20]. (6) Given the reactants [NH2:1][C:2]1[CH:3]=[C:4]([CH:8]=[C:9](C)[CH:10]=1)[C:5]([NH2:7])=[O:6].[F:12]C1C=C(C=C([N+]([O-])=O)C=1)C(O)=O.N, predict the reaction product. The product is: [NH2:1][C:2]1[CH:3]=[C:4]([CH:8]=[C:9]([F:12])[CH:10]=1)[C:5]([NH2:7])=[O:6]. (7) Given the reactants [C:1]([O:4][C@@H:5]1[CH2:10][CH2:9][CH2:8][CH2:7][C@H:6]1[N:11]1[C:15]2[CH:16]=[C:17]([Cl:21])[C:18]([Cl:20])=[CH:19][C:14]=2[N:13]=[CH:12]1)(=[O:3])[CH3:2].[Br:22]N1C(=O)CCC1=O, predict the reaction product. The product is: [C:1]([O:4][C@@H:5]1[CH2:10][CH2:9][CH2:8][CH2:7][C@H:6]1[N:11]1[C:15]2[CH:16]=[C:17]([Cl:21])[C:18]([Cl:20])=[CH:19][C:14]=2[N:13]=[C:12]1[Br:22])(=[O:3])[CH3:2]. (8) Given the reactants [CH3:1][O:2][C:3](=[O:15])[NH:4][C:5]1[CH:10]=[CH:9][C:8](F)=[C:7]([N+:12]([O-:14])=[O:13])[CH:6]=1.[NH2:16][CH2:17][CH:18]1[CH2:23][CH2:22][O:21][CH2:20][CH2:19]1, predict the reaction product. The product is: [CH3:1][O:2][C:3](=[O:15])[NH:4][C:5]1[CH:10]=[CH:9][C:8]([NH:16][CH2:17][CH:18]2[CH2:23][CH2:22][O:21][CH2:20][CH2:19]2)=[C:7]([N+:12]([O-:14])=[O:13])[CH:6]=1.